From a dataset of Full USPTO retrosynthesis dataset with 1.9M reactions from patents (1976-2016). Predict the reactants needed to synthesize the given product. Given the product [C:32]([O:31][C:30]([NH:29][C@H:24]1[CH2:25][CH2:26][CH2:27][CH2:28][C@H:23]1[NH:22][C:2]1[CH:11]=[C:10]([C:12]#[N:13])[C:5]([C:6]([O:8][CH3:9])=[O:7])=[C:4]([NH:14][C:15]2[CH:16]=[C:17]([CH3:21])[CH:18]=[CH:19][CH:20]=2)[N:3]=1)=[O:36])([CH3:35])([CH3:33])[CH3:34], predict the reactants needed to synthesize it. The reactants are: Cl[C:2]1[CH:11]=[C:10]([C:12]#[N:13])[C:5]([C:6]([O:8][CH3:9])=[O:7])=[C:4]([NH:14][C:15]2[CH:16]=[C:17]([CH3:21])[CH:18]=[CH:19][CH:20]=2)[N:3]=1.[NH2:22][C@@H:23]1[CH2:28][CH2:27][CH2:26][CH2:25][C@@H:24]1[NH:29][C:30](=[O:36])[O:31][C:32]([CH3:35])([CH3:34])[CH3:33].CCN(CC)CC.O.